From a dataset of Reaction yield outcomes from USPTO patents with 853,638 reactions. Predict the reaction yield, written as a fraction of the theoretical maximum amount of product (1.0 means a 100% yield; for example, 0.34 means a 34% yield). (1) The reactants are [C:1]([O:4][C@@H:5]1[C@@H:10]([O:11][C:12](=[O:14])[CH3:13])[C@H:9]([O:15][C:16](=[O:18])[CH3:17])[C@@H:8](O/C(/C(OCC)=O)=C\C2C=CC=CC=2F)[O:7][C@H:6]1[CH2:34][O:35][C:36](=[O:38])[CH3:37])(=[O:3])[CH3:2].[F:39][C:40]([F:56])([F:55])[C:41]1[CH:42]=[C:43]([CH2:47][C:48](=[O:54])[C:49]([O:51][CH2:52][CH3:53])=[O:50])[CH:44]=[CH:45][CH:46]=1.[H-].[Na+].[Br-].C(O[C@@H]1[C@@H](OC(=O)C)[C@@H](OC(=O)C)[C@@H](COC(=O)C)O[C@@H]1O)(=O)C. No catalyst specified. The product is [C:1]([O:4][C@H:5]1[C@@H:10]([O:11][C:12](=[O:14])[CH3:13])[C@H:9]([O:15][C:16](=[O:18])[CH3:17])[C@@H:8]([O:54]/[C:48](/[C:49]([O:51][CH2:52][CH3:53])=[O:50])=[CH:47]\[C:43]2[CH:44]=[CH:45][CH:46]=[C:41]([C:40]([F:55])([F:56])[F:39])[CH:42]=2)[O:7][C@H:6]1[CH2:34][O:35][C:36](=[O:38])[CH3:37])(=[O:3])[CH3:2]. The yield is 0.220. (2) The reactants are [Cl:1][C:2]1[CH:7]=[CH:6][C:5]([N:8]([C@H:12]2[C:21]3[C:16](=[CH:17][CH:18]=[CH:19][CH:20]=3)[N:15]([C:22](=[O:30])[C:23]3[CH:28]=[CH:27][C:26]([OH:29])=[CH:25][CH:24]=3)[C@@H:14]([CH3:31])[CH2:13]2)[C:9](=[O:11])[CH3:10])=[CH:4][CH:3]=1.C([O-])([O-])=O.[K+].[K+].Br[CH2:39][CH2:40][CH2:41][N:42]1[CH:46]=[CH:45][N:44]=[CH:43]1. The catalyst is CN(C=O)C. The product is [Cl:1][C:2]1[CH:3]=[CH:4][C:5]([N:8]([C@H:12]2[C:21]3[C:16](=[CH:17][CH:18]=[CH:19][CH:20]=3)[N:15]([C:22](=[O:30])[C:23]3[CH:24]=[CH:25][C:26]([O:29][CH2:39][CH2:40][CH2:41][N:42]4[CH:46]=[CH:45][N:44]=[CH:43]4)=[CH:27][CH:28]=3)[C@@H:14]([CH3:31])[CH2:13]2)[C:9](=[O:11])[CH3:10])=[CH:6][CH:7]=1. The yield is 0.160. (3) The reactants are [NH2:1][C:2]1[C:7]([F:8])=[CH:6][N:5]([C:9]2[CH:13]=[CH:12][S:11][CH:10]=2)[C:4](=[O:14])[N:3]=1. The catalyst is CN(C(OC)OC)C. The product is [F:8][C:7]1[C:2](/[N:1]=[CH:4]/[N:5]([CH3:9])[CH3:6])=[N:3][C:4](=[O:14])[N:5]([C:9]2[CH:13]=[CH:12][S:11][CH:10]=2)[CH:6]=1. The yield is 0.430. (4) The reactants are [CH3:1][N:2]1[C:6]([CH3:7])=[CH:5][C:4]([NH:8][C:9]2[C:10](=[O:25])[N:11]([CH3:24])[CH:12]=[C:13](B3OC(C)(C)C(C)(C)O3)[CH:14]=2)=[N:3]1.Cl[C:27]1[C:32]([CH:33]=[O:34])=[C:31]([N:35]2[CH2:47][CH2:46][C:45]3[N:44]4[C:39]([CH2:40][CH2:41][CH2:42][CH2:43]4)=[CH:38][C:37]=3[C:36]2=[O:48])[N:30]=[CH:29][CH:28]=1.C([O-])(=O)C.[Na+].[O-]P([O-])([O-])=O.[K+].[K+].[K+]. The catalyst is C1C=CC(P(C2C=CC=CC=2)[C-]2C=CC=C2)=CC=1.C1C=CC(P(C2C=CC=CC=2)[C-]2C=CC=C2)=CC=1.Cl[Pd]Cl.[Fe+2].O.C(#N)C. The product is [CH3:1][N:2]1[C:6]([CH3:7])=[CH:5][C:4]([NH:8][C:9]2[C:10](=[O:25])[N:11]([CH3:24])[CH:12]=[C:13]([C:27]3[C:32]([CH:33]=[O:34])=[C:31]([N:35]4[CH2:47][CH2:46][C:45]5[N:44]6[C:39]([CH2:40][CH2:41][CH2:42][CH2:43]6)=[CH:38][C:37]=5[C:36]4=[O:48])[N:30]=[CH:29][CH:28]=3)[CH:14]=2)=[N:3]1. The yield is 0.480.